Dataset: Reaction yield outcomes from USPTO patents with 853,638 reactions. Task: Predict the reaction yield, written as a fraction of the theoretical maximum amount of product (1.0 means a 100% yield; for example, 0.34 means a 34% yield). (1) The yield is 0.772. The reactants are [CH3:1][C:2]1([CH3:23])[C:11]2[C:6](=[CH:7][CH:8]=[C:9]([C:12]([F:15])([F:14])[F:13])[CH:10]=2)[NH:5][CH:4]([C:16]2[CH:17]=[C:18]([NH2:22])[CH:19]=[CH:20][CH:21]=2)[CH2:3]1.N1C=CC=CC=1.[CH3:30][C:31]1[CH:36]=[CH:35][C:34]([S:37](Cl)(=[O:39])=[O:38])=[CH:33][CH:32]=1. The product is [CH3:1][C:2]1([CH3:23])[C:11]2[C:6](=[CH:7][CH:8]=[C:9]([C:12]([F:15])([F:13])[F:14])[CH:10]=2)[NH:5][CH:4]([C:16]2[CH:17]=[C:18]([NH:22][S:37]([C:34]3[CH:35]=[CH:36][C:31]([CH3:30])=[CH:32][CH:33]=3)(=[O:39])=[O:38])[CH:19]=[CH:20][CH:21]=2)[CH2:3]1. The catalyst is ClCCl. (2) The reactants are [NH2:1][C:2]1[CH:11]=[CH:10][C:5]2[NH:6][C:7](=[O:9])[NH:8][C:4]=2[CH:3]=1.[Cl:12][C:13]1[N:18]=[C:17](Cl)[C:16]([F:20])=[CH:15][N:14]=1.CO. The catalyst is O. The product is [Cl:12][C:13]1[N:18]=[C:17]([NH:1][C:2]2[CH:11]=[CH:10][C:5]3[NH:6][C:7](=[O:9])[NH:8][C:4]=3[CH:3]=2)[C:16]([F:20])=[CH:15][N:14]=1. The yield is 0.700.